Predict the reaction yield, written as a fraction of the theoretical maximum amount of product (1.0 means a 100% yield; for example, 0.34 means a 34% yield). From a dataset of Reaction yield outcomes from USPTO patents with 853,638 reactions. (1) The reactants are [CH2:1]([O:8][C:9]([N:11]1[CH2:16][CH2:15][CH:14]([S:17][C:18]2[CH:23]=[CH:22][C:21]([Br:24])=[CH:20][CH:19]=2)[CH2:13][CH2:12]1)=[O:10])[C:2]1[CH:7]=[CH:6][CH:5]=[CH:4][CH:3]=1.B1([O-])OO1.[OH2:29].[OH2:30].O.O.[Na+]. The catalyst is CC(O)=O. The product is [CH2:1]([O:8][C:9]([N:11]1[CH2:16][CH2:15][CH:14]([S:17]([C:18]2[CH:19]=[CH:20][C:21]([Br:24])=[CH:22][CH:23]=2)(=[O:30])=[O:29])[CH2:13][CH2:12]1)=[O:10])[C:2]1[CH:3]=[CH:4][CH:5]=[CH:6][CH:7]=1. The yield is 0.930. (2) The reactants are [OH-].[Na+].[Br:3][C:4]1[CH:9]=[CH:8][C:7]([C:10]2[C:15]([C@H:16]([O:21][C:22]([CH3:25])([CH3:24])[CH3:23])[C:17]([O:19]C)=[O:18])=[C:14]([CH3:26])[N:13]=[C:12]3[S:27][C:28]4[CH2:33][CH2:32][CH2:31][CH2:30][C:29]=4[C:11]=23)=[CH:6][CH:5]=1. No catalyst specified. The product is [Br:3][C:4]1[CH:5]=[CH:6][C:7]([C:10]2[C:15]([C@H:16]([O:21][C:22]([CH3:24])([CH3:23])[CH3:25])[C:17]([OH:19])=[O:18])=[C:14]([CH3:26])[N:13]=[C:12]3[S:27][C:28]4[CH2:33][CH2:32][CH2:31][CH2:30][C:29]=4[C:11]=23)=[CH:8][CH:9]=1. The yield is 0.340. (3) The reactants are [NH2:1][CH:2]([CH2:6][CH:7]([CH3:9])[CH3:8])[C:3]([OH:5])=[O:4].Cl.[CH3:11]O. The yield is 0.960. No catalyst specified. The product is [NH2:1][CH:2]([CH2:6][CH:7]([CH3:9])[CH3:8])[C:3]([O:5][CH3:11])=[O:4]. (4) The reactants are C1(O[C:8](=[O:24])[NH:9][C:10]2[CH:15]=[C:14]([C:16]([F:19])([F:18])[F:17])[CH:13]=[C:12]([C:20]([F:23])([F:22])[F:21])[CH:11]=2)C=CC=CC=1.[CH3:25][O:26][C:27](=[O:51])[CH2:28][CH2:29][NH:30][C:31](=[O:50])[C:32]1[CH:37]=[CH:36][C:35]([CH2:38][NH:39][CH:40]2[CH2:45][CH2:44][CH:43]([C:46]([CH3:49])([CH3:48])[CH3:47])[CH2:42][CH2:41]2)=[CH:34][CH:33]=1.FC(F)(F)C([O-])=O.C(N(CC)CC)C. The catalyst is ClCCl.C1(C)C=CC=CC=1. The product is [CH3:25][O:26][C:27](=[O:51])[CH2:28][CH2:29][NH:30][C:31](=[O:50])[C:32]1[CH:37]=[CH:36][C:35]([CH2:38][N:39]([CH:40]2[CH2:41][CH2:42][CH:43]([C:46]([CH3:47])([CH3:48])[CH3:49])[CH2:44][CH2:45]2)[C:8]([NH:9][C:10]2[CH:15]=[C:14]([C:16]([F:18])([F:19])[F:17])[CH:13]=[C:12]([C:20]([F:23])([F:21])[F:22])[CH:11]=2)=[O:24])=[CH:34][CH:33]=1. The yield is 0.670. (5) The reactants are [CH:1]([C:4]1[CH:9]=[CH:8][C:7]([C@H:10]2[C:14]3[C:15]([CH3:28])=[C:16]([NH:20][C:21](=[O:27])[CH2:22][C:23]([CH3:26])([CH3:25])[CH3:24])[C:17]([CH3:19])=[CH:18][C:13]=3[O:12][CH2:11]2)=[CH:6][CH:5]=1)([CH3:3])[CH3:2].CCCCCC.[C:35](OCC)(=[O:37])[CH3:36]. The catalyst is C(Cl)(Cl)Cl. The product is [C:35]([C:18]1[C:13]2[O:12][CH2:11][C@@H:10]([C:7]3[CH:6]=[CH:5][C:4]([CH:1]([CH3:2])[CH3:3])=[CH:9][CH:8]=3)[C:14]=2[C:15]([CH3:28])=[C:16]([NH:20][C:21](=[O:27])[CH2:22][C:23]([CH3:26])([CH3:25])[CH3:24])[C:17]=1[CH3:19])(=[O:37])[CH3:36]. The yield is 0.460. (6) The reactants are [O:1]=[C:2]1[N:7]([CH2:8][C:9]([OH:11])=O)[N:6]=[N:5][C:4]2[CH:12]=[CH:13][CH:14]=[CH:15][C:3]1=2.[Cl:16][C:17]1[CH:18]=[C:19]([CH2:23][CH2:24][NH2:25])[CH:20]=[CH:21][CH:22]=1. No catalyst specified. The product is [Cl:16][C:17]1[CH:18]=[C:19]([CH:20]=[CH:21][CH:22]=1)[CH2:23][CH2:24][NH:25][C:9](=[O:11])[CH2:8][N:7]1[C:2](=[O:1])[C:3]2[CH:15]=[CH:14][CH:13]=[CH:12][C:4]=2[N:5]=[N:6]1. The yield is 0.200.